The task is: Regression. Given two drug SMILES strings and cell line genomic features, predict the synergy score measuring deviation from expected non-interaction effect.. This data is from NCI-60 drug combinations with 297,098 pairs across 59 cell lines. (1) Drug 1: C(=O)(N)NO. Drug 2: CC12CCC3C(C1CCC2OP(=O)(O)O)CCC4=C3C=CC(=C4)OC(=O)N(CCCl)CCCl.[Na+]. Cell line: NCI-H522. Synergy scores: CSS=7.22, Synergy_ZIP=-4.78, Synergy_Bliss=-1.31, Synergy_Loewe=-2.99, Synergy_HSA=-0.453. (2) Cell line: BT-549. Drug 2: C1CC(=O)NC(=O)C1N2C(=O)C3=CC=CC=C3C2=O. Drug 1: CS(=O)(=O)OCCCCOS(=O)(=O)C. Synergy scores: CSS=13.8, Synergy_ZIP=-3.63, Synergy_Bliss=-2.06, Synergy_Loewe=-4.16, Synergy_HSA=-1.43. (3) Drug 1: COC1=CC(=CC(=C1O)OC)C2C3C(COC3=O)C(C4=CC5=C(C=C24)OCO5)OC6C(C(C7C(O6)COC(O7)C8=CC=CS8)O)O. Drug 2: C(CC(=O)O)C(=O)CN.Cl. Cell line: SF-539. Synergy scores: CSS=50.9, Synergy_ZIP=-0.354, Synergy_Bliss=-2.70, Synergy_Loewe=-23.5, Synergy_HSA=-0.850. (4) Cell line: MOLT-4. Drug 2: C1C(C(OC1N2C=NC(=NC2=O)N)CO)O. Drug 1: CC1C(C(CC(O1)OC2CC(OC(C2O)C)OC3=CC4=CC5=C(C(=O)C(C(C5)C(C(=O)C(C(C)O)O)OC)OC6CC(C(C(O6)C)O)OC7CC(C(C(O7)C)O)OC8CC(C(C(O8)C)O)(C)O)C(=C4C(=C3C)O)O)O)O. Synergy scores: CSS=54.9, Synergy_ZIP=-0.336, Synergy_Bliss=-0.595, Synergy_Loewe=-3.87, Synergy_HSA=-0.318. (5) Drug 1: CCC1=CC2CC(C3=C(CN(C2)C1)C4=CC=CC=C4N3)(C5=C(C=C6C(=C5)C78CCN9C7C(C=CC9)(C(C(C8N6C)(C(=O)OC)O)OC(=O)C)CC)OC)C(=O)OC.C(C(C(=O)O)O)(C(=O)O)O. Drug 2: CCC1(C2=C(COC1=O)C(=O)N3CC4=CC5=C(C=CC(=C5CN(C)C)O)N=C4C3=C2)O.Cl. Cell line: RPMI-8226. Synergy scores: CSS=42.0, Synergy_ZIP=-6.57, Synergy_Bliss=-2.35, Synergy_Loewe=-7.76, Synergy_HSA=-2.56. (6) Drug 1: CC12CCC3C(C1CCC2=O)CC(=C)C4=CC(=O)C=CC34C. Drug 2: C1C(C(OC1N2C=NC3=C2NC=NCC3O)CO)O. Cell line: SF-539. Synergy scores: CSS=6.52, Synergy_ZIP=-1.38, Synergy_Bliss=-2.55, Synergy_Loewe=-1.21, Synergy_HSA=-1.52. (7) Drug 1: C1=CC(=CC=C1CCC2=CNC3=C2C(=O)NC(=N3)N)C(=O)NC(CCC(=O)O)C(=O)O. Drug 2: C1CCC(CC1)NC(=O)N(CCCl)N=O. Cell line: NCI-H460. Synergy scores: CSS=39.4, Synergy_ZIP=-4.41, Synergy_Bliss=-6.50, Synergy_Loewe=-12.2, Synergy_HSA=-4.50. (8) Drug 1: CC12CCC3C(C1CCC2O)C(CC4=C3C=CC(=C4)O)CCCCCCCCCS(=O)CCCC(C(F)(F)F)(F)F. Drug 2: CCCCCOC(=O)NC1=NC(=O)N(C=C1F)C2C(C(C(O2)C)O)O. Cell line: T-47D. Synergy scores: CSS=5.39, Synergy_ZIP=-3.18, Synergy_Bliss=-1.57, Synergy_Loewe=-5.18, Synergy_HSA=-3.27. (9) Drug 1: B(C(CC(C)C)NC(=O)C(CC1=CC=CC=C1)NC(=O)C2=NC=CN=C2)(O)O. Drug 2: N.N.Cl[Pt+2]Cl. Cell line: SF-295. Synergy scores: CSS=71.3, Synergy_ZIP=-2.73, Synergy_Bliss=-4.32, Synergy_Loewe=-9.89, Synergy_HSA=-2.51.